Dataset: hERG Central: cardiac toxicity at 1µM, 10µM, and general inhibition. Task: Predict hERG channel inhibition at various concentrations. The compound is N=c1c2ccccc2nc2n1CCCCCCCCCCC2. Results: hERG_inhib (hERG inhibition (general)): blocker.